Task: Predict the reaction yield, written as a fraction of the theoretical maximum amount of product (1.0 means a 100% yield; for example, 0.34 means a 34% yield).. Dataset: Reaction yield outcomes from USPTO patents with 853,638 reactions (1) The reactants are [OH:1][C:2]1[CH:11]=[CH:10][C:5]([C:6]([O:8][CH3:9])=[O:7])=[CH:4][CH:3]=1.CC(O)=O.[Br:16]Br. The yield is 0.660. The product is [Br:16][C:11]1[CH:10]=[C:5]([CH:4]=[CH:3][C:2]=1[OH:1])[C:6]([O:8][CH3:9])=[O:7]. The catalyst is C(Cl)(Cl)(Cl)Cl. (2) The reactants are [Cl-].O[NH3+:3].[C:4](=[O:7])([O-])[OH:5].[Na+].CS(C)=O.[OH:13][C:14]1[CH:19]=[CH:18][C:17]([N:20]2[C:25](=[O:26])[C:24]([CH2:27][C:28]3[CH:33]=[CH:32][C:31]([C:34]4[C:35]([C:40]#[N:41])=[CH:36][CH:37]=[CH:38][CH:39]=4)=[CH:30][CH:29]=3)=[C:23]([CH2:42][CH2:43][CH3:44])[N:22]=[C:21]2[CH3:45])=[CH:16][CH:15]=1. The catalyst is O.C(OCC)(=O)C. The product is [OH:13][C:14]1[CH:15]=[CH:16][C:17]([N:20]2[C:25](=[O:26])[C:24]([CH2:27][C:28]3[CH:33]=[CH:32][C:31]([C:34]4[CH:39]=[CH:38][CH:37]=[CH:36][C:35]=4[C:40]4[NH:3][C:4](=[O:7])[O:5][N:41]=4)=[CH:30][CH:29]=3)=[C:23]([CH2:42][CH2:43][CH3:44])[N:22]=[C:21]2[CH3:45])=[CH:18][CH:19]=1. The yield is 0.490. (3) The reactants are [CH2:1]([O:3][C:4]1[CH:9]=[CH:8][CH:7]=[CH:6][C:5]=1[C:10]1[CH:15]=[CH:14][C:13]([NH2:16])=[CH:12][C:11]=1[N+:17]([O-:19])=[O:18])[CH3:2].[CH3:20][C:21]([O:24][C:25](O[C:25]([O:24][C:21]([CH3:23])([CH3:22])[CH3:20])=[O:26])=[O:26])([CH3:23])[CH3:22]. No catalyst specified. The product is [C:21]([O:24][C:25](=[O:26])[NH:16][C:13]1[CH:14]=[CH:15][C:10]([C:5]2[CH:6]=[CH:7][CH:8]=[CH:9][C:4]=2[O:3][CH2:1][CH3:2])=[C:11]([N+:17]([O-:19])=[O:18])[CH:12]=1)([CH3:23])([CH3:22])[CH3:20]. The yield is 0.830.